Dataset: Forward reaction prediction with 1.9M reactions from USPTO patents (1976-2016). Task: Predict the product of the given reaction. (1) Given the reactants [C:1]([O:5][C:6](=[O:15])[NH:7][C:8]1[CH:13]=[CH:12][CH:11]=[CH:10][C:9]=1[NH2:14])([CH3:4])([CH3:3])[CH3:2].C(N(CC)CC)C.[Cl:23][C:24]1[CH:32]=[CH:31][C:27]([C:28](O)=[O:29])=[CH:26][N:25]=1, predict the reaction product. The product is: [Cl:23][C:24]1[CH:32]=[CH:31][C:27]([C:28]([NH:14][C:9]2[CH:10]=[CH:11][CH:12]=[CH:13][C:8]=2[NH:7][C:6](=[O:15])[O:5][C:1]([CH3:4])([CH3:2])[CH3:3])=[O:29])=[CH:26][N:25]=1. (2) Given the reactants [CH:1]1([CH2:4][O:5][C:6]2[N:11]=[C:10]([C:12]([OH:14])=O)[CH:9]=[CH:8][C:7]=2[N:15]2[CH2:18][C:17]([F:20])([F:19])[CH2:16]2)[CH2:3][CH2:2]1.[NH2:21][C@H:22]1[CH2:27][CH2:26][CH2:25][CH2:24][C@H:23]1[C:28]([NH2:30])=[O:29], predict the reaction product. The product is: [C:28]([C@H:23]1[CH2:24][CH2:25][CH2:26][CH2:27][C@H:22]1[NH:21][C:12]([C:10]1[CH:9]=[CH:8][C:7]([N:15]2[CH2:18][C:17]([F:20])([F:19])[CH2:16]2)=[C:6]([O:5][CH2:4][CH:1]2[CH2:2][CH2:3]2)[N:11]=1)=[O:14])(=[O:29])[NH2:30]. (3) The product is: [CH3:3][C:4]1([CH3:24])[N:8]([CH2:30][CH2:31][CH2:32][CH2:33][CH2:34][CH2:35][CH2:36][CH2:37][CH2:38][S:39][CH2:40][CH2:41][CH2:42][C:43]([F:49])([F:48])[C:44]([F:45])([F:46])[F:47])[C:7](=[O:9])[N:6]([C:10]2[CH:15]=[CH:14][C:13]([N+:16]([O-:18])=[O:17])=[C:12]([C:19]([F:22])([F:21])[F:20])[CH:11]=2)[C:5]1=[O:23]. Given the reactants [H-].[Na+].[CH3:3][C:4]1([CH3:24])[NH:8][C:7](=[O:9])[N:6]([C:10]2[CH:15]=[CH:14][C:13]([N+:16]([O-:18])=[O:17])=[C:12]([C:19]([F:22])([F:21])[F:20])[CH:11]=2)[C:5]1=[O:23].CS(O[CH2:30][CH2:31][CH2:32][CH2:33][CH2:34][CH2:35][CH2:36][CH2:37][CH2:38][S:39][CH2:40][CH2:41][CH2:42][C:43]([F:49])([F:48])[C:44]([F:47])([F:46])[F:45])(=O)=O.O, predict the reaction product. (4) Given the reactants [O:1]=[C:2]1[CH2:7][CH2:6][N:5]([C:8]([O:10][CH2:11][CH3:12])=[O:9])[CH2:4][CH2:3]1.[CH2:13]([Li])[CH2:14][CH2:15][CH3:16], predict the reaction product. The product is: [CH2:13]([C:2]1([OH:1])[CH2:3][CH2:4][N:5]([C:8]([O:10][CH2:11][CH3:12])=[O:9])[CH2:6][CH2:7]1)[CH2:14][CH2:15][CH3:16]. (5) Given the reactants [O:1]([C:8]1[CH:13]=[CH:12][C:11]([S:14](Cl)(=[O:16])=[O:15])=[CH:10][CH:9]=1)[C:2]1[CH:7]=[CH:6][CH:5]=[CH:4][CH:3]=1.[CH2:18]([O:24][CH2:25][CH2:26][NH2:27])[CH2:19][O:20][CH2:21][CH2:22][NH2:23].[CH2:28](N(CC)CC)C.[C:35](O[C:35]([O:37][C:38]([CH3:41])([CH3:40])[CH3:39])=[O:36])([O:37][C:38]([CH3:41])([CH3:40])[CH3:39])=[O:36], predict the reaction product. The product is: [CH2:2]([O:1][C:8]1[CH:9]=[CH:10][C:11]([S:14]([NH:23][CH2:22][CH2:21][O:20][CH2:19][CH2:18][O:24][CH2:25][CH2:26][NH:27][C:35](=[O:36])[O:37][C:38]([CH3:41])([CH3:40])[CH3:39])(=[O:15])=[O:16])=[CH:12][CH:13]=1)[C:7]1[CH:6]=[CH:5][CH:4]=[CH:3][CH:28]=1. (6) Given the reactants C[O:2][C:3]1[C:4]([C:21]([NH:23][C:24]2[CH:29]=[CH:28][CH:27]=[CH:26][CH:25]=2)=[O:22])=[CH:5][C:6]2[C:11]([CH:12]=1)=[CH:10][CH:9]=[C:8]([C:13]1[CH:18]=[CH:17][CH:16]=[C:15]([O:19]C)[CH:14]=1)[CH:7]=2.B(Br)(Br)Br, predict the reaction product. The product is: [OH:2][C:3]1[C:4]([C:21]([NH:23][C:24]2[CH:25]=[CH:26][CH:27]=[CH:28][CH:29]=2)=[O:22])=[CH:5][C:6]2[C:11]([CH:12]=1)=[CH:10][CH:9]=[C:8]([C:13]1[CH:18]=[CH:17][CH:16]=[C:15]([OH:19])[CH:14]=1)[CH:7]=2.